Task: Predict the reactants needed to synthesize the given product.. Dataset: Full USPTO retrosynthesis dataset with 1.9M reactions from patents (1976-2016) (1) Given the product [N:1]1[C:2]2[C:3](=[CH:39][CH:40]=[CH:41][CH:42]=2)[CH2:4][NH:5][C:6]=1[CH2:7][N:8]1[C:17](=[O:18])[C:16]2[N:15]([CH2:19][C:20]#[C:21][CH3:22])[C:14]([N:23]3[CH2:28][CH2:27][CH2:26][CH:25]([NH:29][C:30]([O:32][C:33]([CH3:36])([CH3:35])[CH3:34])=[O:31])[CH2:24]3)=[N:13][C:12]=2[N:11]([CH3:37])[C:9]1=[O:10], predict the reactants needed to synthesize it. The reactants are: [NH2:1][C:2]1[CH:42]=[CH:41][CH:40]=[CH:39][C:3]=1[CH2:4][NH:5][C:6](=O)[CH2:7][N:8]1[C:17](=[O:18])[C:16]2[N:15]([CH2:19][C:20]#[C:21][CH3:22])[C:14]([N:23]3[CH2:28][CH2:27][CH2:26][CH:25]([NH:29][C:30]([O:32][C:33]([CH3:36])([CH3:35])[CH3:34])=[O:31])[CH2:24]3)=[N:13][C:12]=2[N:11]([CH3:37])[C:9]1=[O:10]. (2) Given the product [CH2:1]([O:8][C:9]1[CH:17]=[C:16]([O:18][CH2:19][C:20]2[CH:25]=[CH:24][CH:23]=[CH:22][CH:21]=2)[C:15]([CH:26]([CH3:28])[CH3:27])=[CH:14][C:10]=1[C:11]([Cl:32])=[O:12])[C:2]1[CH:7]=[CH:6][CH:5]=[CH:4][CH:3]=1, predict the reactants needed to synthesize it. The reactants are: [CH2:1]([O:8][C:9]1[CH:17]=[C:16]([O:18][CH2:19][C:20]2[CH:25]=[CH:24][CH:23]=[CH:22][CH:21]=2)[C:15]([CH:26]([CH3:28])[CH3:27])=[CH:14][C:10]=1[C:11](O)=[O:12])[C:2]1[CH:7]=[CH:6][CH:5]=[CH:4][CH:3]=1.C(Cl)(=O)C([Cl:32])=O.CN(C=O)C. (3) Given the product [C:13]([C:15]1[C:16]([N:27]2[CH2:30][CH:29]([C:31](=[O:32])[NH:12][S:9]([CH2:8][C:3]3[CH:4]=[CH:5][CH:6]=[CH:7][C:2]=3[F:1])(=[O:10])=[O:11])[CH2:28]2)=[N:17][C:18]([CH3:26])=[C:19]([CH:20]=1)[C:21]([O:23][CH2:24][CH3:25])=[O:22])#[N:14], predict the reactants needed to synthesize it. The reactants are: [F:1][C:2]1[CH:7]=[CH:6][CH:5]=[CH:4][C:3]=1[CH2:8][S:9]([NH2:12])(=[O:11])=[O:10].[C:13]([C:15]1[C:16]([N:27]2[CH2:30][CH:29]([C:31](O)=[O:32])[CH2:28]2)=[N:17][C:18]([CH3:26])=[C:19]([C:21]([O:23][CH2:24][CH3:25])=[O:22])[CH:20]=1)#[N:14].C1CN([P+](Br)(N2CCCC2)N2CCCC2)CC1.F[P-](F)(F)(F)(F)F.CCN(C(C)C)C(C)C.OS([O-])(=O)=O.[K+]. (4) Given the product [ClH:35].[ClH:35].[CH3:56][N:41]1[C:42]([C:45]2[CH:54]=[CH:53][CH:52]=[C:51]3[C:46]=2[CH:47]=[CH:48][C:49]([CH3:55])=[N:50]3)=[N:43][N:44]=[C:40]1[S:39][CH2:38][CH2:37][CH2:36][N:29]1[CH2:28][CH2:27][C:26]2[CH:32]=[C:33]3[N:34]=[C:21]([N:15]4[CH2:20][CH2:19][CH2:18][CH2:17][CH2:16]4)[O:22][C:23]3=[CH:24][C:25]=2[CH2:31][CH2:30]1, predict the reactants needed to synthesize it. The reactants are: FC(F)(F)C(O)=O.FC(F)(F)C(O)=O.[N:15]1([C:21]2[O:22][C:23]3[C:33]([N:34]=2)=[CH:32][C:26]2[CH2:27][CH2:28][NH:29][CH2:30][CH2:31][C:25]=2[CH:24]=3)[CH2:20][CH2:19][CH2:18][CH2:17][CH2:16]1.[Cl:35][CH2:36][CH2:37][CH2:38][S:39][C:40]1[N:41]([CH3:56])[C:42]([C:45]2[CH:54]=[CH:53][CH:52]=[C:51]3[C:46]=2[CH:47]=[CH:48][C:49]([CH3:55])=[N:50]3)=[N:43][N:44]=1. (5) Given the product [C:1]([C:5]1[N:6]=[C:7]([N:16]2[CH2:20][CH2:19][C:18]([F:21])([F:22])[CH2:17]2)[C:8]2[C:9](=[N:11][N:12]([CH2:14][C:15]3[CH:50]=[C:49]([Cl:51])[CH:48]=[CH:47][C:46]=3[Cl:52])[N:13]=2)[N:10]=1)([CH3:2])([CH3:3])[CH3:4], predict the reactants needed to synthesize it. The reactants are: [C:1]([C:5]1[N:6]=[C:7]([N:16]2[CH2:20][CH2:19][C:18]([F:22])([F:21])[CH2:17]2)[C:8]2[C:9](=[N:11][N:12]([CH2:14][CH3:15])[N:13]=2)[N:10]=1)([CH3:4])([CH3:3])[CH3:2].C(C1N=C(N2CCC(F)(F)C2)C2N=NNC=2N=1)(C)(C)C.BrCC1[CH:50]=[C:49]([Cl:51])[CH:48]=[CH:47][C:46]=1[Cl:52]. (6) Given the product [F:13][C@@H:5]1[C:6]2[C:11](=[CH:10][CH:9]=[CH:8][CH:7]=2)[CH2:12][C@@H:4]1[NH2:1], predict the reactants needed to synthesize it. The reactants are: [N:1]([C@H:4]1[CH2:12][C:11]2[C:6](=[CH:7][CH:8]=[CH:9][CH:10]=2)[C@H:5]1[F:13])=[N+]=[N-].C1(P(C2C=CC=CC=2)C2C=CC=CC=2)C=CC=CC=1. (7) Given the product [Cl:41][C:38]1[CH:39]=[CH:40][C:35]([CH:32]2[CH2:31][CH2:30][N:29]([C:27](=[O:28])[C@H:26]([NH:25][C:11](=[O:19])[C:12]3[CH:13]=[CH:14][CH:15]=[CH:16][CH:17]=3)[CH2:42][CH3:43])[CH2:34][CH2:33]2)=[CH:36][CH:37]=1, predict the reactants needed to synthesize it. The reactants are: C1C=CC2N(O)N=NC=2C=1.[C:11]([OH:19])(=O)[C:12]1[CH:17]=[CH:16][CH:15]=[CH:14][CH:13]=1.C(Cl)CCl.Cl.[NH2:25][C@H:26]([CH2:42][CH3:43])[C:27]([N:29]1[CH2:34][CH2:33][CH:32]([C:35]2[CH:40]=[CH:39][C:38]([Cl:41])=[CH:37][CH:36]=2)[CH2:31][CH2:30]1)=[O:28]. (8) Given the product [Cl:13][C:8]1[CH:9]=[CH:10][CH:11]=[CH:12][C:7]=1[C:5]1[N:6]=[C:2]([N:17]2[CH2:16][CH2:15][N:14]([C:20]([O:22][C:23]([CH3:26])([CH3:25])[CH3:24])=[O:21])[CH2:19][CH2:18]2)[S:3][CH:4]=1, predict the reactants needed to synthesize it. The reactants are: Br[C:2]1[S:3][CH:4]=[C:5]([C:7]2[CH:12]=[CH:11][CH:10]=[CH:9][C:8]=2[Cl:13])[N:6]=1.[N:14]1([C:20]([O:22][C:23]([CH3:26])([CH3:25])[CH3:24])=[O:21])[CH2:19][CH2:18][NH:17][CH2:16][CH2:15]1.C(=O)([O-])[O-].[K+].[K+].O. (9) Given the product [CH2:62]([O:69][C:70](=[O:78])[CH2:71][C@@H:72]([NH:77][C:33](=[O:34])[CH2:32][CH2:31][CH2:30][CH2:29][CH2:28][CH2:27][CH2:26][CH2:25][O:24][C:23]1[CH:35]=[CH:36][C:37]([F:39])=[CH:38][C:22]=1[F:21])[CH2:73][N:74]([CH3:75])[CH3:76])[C:63]1[CH:68]=[CH:67][CH:66]=[CH:65][CH:64]=1, predict the reactants needed to synthesize it. The reactants are: FC1C=C(F)C=CC=1O.BrCCCCCCCCCO.[F:21][C:22]1[CH:38]=[C:37]([F:39])[CH:36]=[CH:35][C:23]=1[O:24][CH2:25][CH2:26][CH2:27][CH2:28][CH2:29][CH2:30][CH2:31][CH2:32][CH2:33][OH:34].FC1C=C(F)C=CC=1OCCCCCCCCC(O)=O.Cl.Cl.[CH2:62]([O:69][C:70](=[O:78])[CH2:71][C@@H:72]([NH2:77])[CH2:73][N:74]([CH3:76])[CH3:75])[C:63]1[CH:68]=[CH:67][CH:66]=[CH:65][CH:64]=1.